This data is from Reaction yield outcomes from USPTO patents with 853,638 reactions. The task is: Predict the reaction yield, written as a fraction of the theoretical maximum amount of product (1.0 means a 100% yield; for example, 0.34 means a 34% yield). (1) The reactants are ClCCCl.[N:5]([C:8]1[C:17]([C:18]2[CH:23]=[CH:22][C:21]([N+:24]([O-:26])=[O:25])=[CH:20][CH:19]=2)=[N:16][C:15]([Br:27])=[CH:14][C:9]=1[C:10]([O:12][CH3:13])=[O:11])=[N+]=[N-]. The catalyst is C1COCC1.CCCCCCCC(O)=O.CCCCCCCC(O)=O.CCCCCCCC(O)=O.CCCCCCCC(O)=O.[Rh].[Rh]. The product is [Br:27][C:15]1[CH:14]=[C:9]([C:10]([O:12][CH3:13])=[O:11])[C:8]2[NH:5][C:19]3[CH:20]=[C:21]([N+:24]([O-:26])=[O:25])[CH:22]=[CH:23][C:18]=3[C:17]=2[N:16]=1. The yield is 0.780. (2) The reactants are [O-]CC.[Ca+2].[O-]CC.[CH2:8]1[O:12][CH:9]1[CH2:10][CH3:11].[I:13][C:14]1[CH:19]=[C:18]([I:20])[CH:17]=[CH:16][C:15]=1[OH:21]. No catalyst specified. The product is [I:13][C:14]1[CH:19]=[C:18]([I:20])[CH:17]=[CH:16][C:15]=1[O:21][CH2:8][CH:9]([OH:12])[CH2:10][CH3:11]. The yield is 0.670. (3) The reactants are C(OC([NH:8][NH:9][CH:10]1[CH2:15][CH:14]2[CH2:16][CH:11]1[CH2:12][N:13]2[C:17]([O:19][CH2:20][C:21]1[CH:26]=[CH:25][CH:24]=[CH:23][CH:22]=1)=[O:18])=O)(C)(C)C.Cl.O1CCOCC1. The catalyst is CO. The product is [NH:9]([CH:10]1[CH2:15][CH:14]2[CH2:16][CH:11]1[CH2:12][N:13]2[C:17]([O:19][CH2:20][C:21]1[CH:26]=[CH:25][CH:24]=[CH:23][CH:22]=1)=[O:18])[NH2:8]. The yield is 0.290.